This data is from Forward reaction prediction with 1.9M reactions from USPTO patents (1976-2016). The task is: Predict the product of the given reaction. (1) Given the reactants [Cl:1][C:2]1[CH:9]=[C:8]([O:10][C:11]2[CH:16]=[CH:15][C:14]([CH:17]([CH3:38])[C:18]([C:20]3[CH:21]=[C:22]4[C:27](=[CH:28][CH:29]=3)[N:26]=[C:25]([O:30][CH:31]([CH3:33])[CH3:32])[CH:24]=[C:23]4[C:34]([F:37])([F:36])[F:35])=[O:19])=[C:13]([Cl:39])[CH:12]=2)[CH:7]=[CH:6][C:3]=1[C:4]#[N:5].[F:40][C:41]([Si](C)(C)C)([F:43])[F:42].[F-].C[N+](C)(C)C, predict the reaction product. The product is: [Cl:1][C:2]1[CH:9]=[C:8]([O:10][C:11]2[CH:16]=[CH:15][C:14]([CH:17]([CH3:38])[C:18]([OH:19])([C:20]3[CH:21]=[C:22]4[C:27](=[CH:28][CH:29]=3)[N:26]=[C:25]([O:30][CH:31]([CH3:33])[CH3:32])[CH:24]=[C:23]4[C:34]([F:35])([F:37])[F:36])[C:41]([F:43])([F:42])[F:40])=[C:13]([Cl:39])[CH:12]=2)[CH:7]=[CH:6][C:3]=1[C:4]#[N:5]. (2) Given the reactants [N:1]12[CH2:8][CH2:7][C:4]([C:9]([C:17]3[CH:22]=[CH:21][CH:20]=[CH:19][CH:18]=3)([C:11]3[CH:16]=[CH:15][CH:14]=[CH:13][CH:12]=3)[OH:10])([CH2:5][CH2:6]1)[CH2:3][CH2:2]2.[Br:23][CH2:24][CH2:25][C:26]1[CH:31]=[CH:30][CH:29]=[CH:28][CH:27]=1, predict the reaction product. The product is: [Br-:23].[OH:10][C:9]([C:17]1[CH:22]=[CH:21][CH:20]=[CH:19][CH:18]=1)([C:11]1[CH:12]=[CH:13][CH:14]=[CH:15][CH:16]=1)[C:4]12[CH2:5][CH2:6][N+:1]([CH2:24][CH2:25][C:26]3[CH:31]=[CH:30][CH:29]=[CH:28][CH:27]=3)([CH2:2][CH2:3]1)[CH2:8][CH2:7]2. (3) Given the reactants [NH3:1].[CH:2]1([C:5]2([C:12]3[CH:13]=[C:14]([NH:19][C:20]([C:22]4[CH:27]=[CH:26][C:25]([Cl:28])=[CH:24][N:23]=4)=[O:21])[CH:15]=[CH:16][C:17]=3[F:18])[CH2:10][O:9][CH2:8][C:7](=S)[NH:6]2)[CH2:4][CH2:3]1.C(OO)(C)(C)C, predict the reaction product. The product is: [NH2:1][C:7]1[CH2:8][O:9][CH2:10][C:5]([C:12]2[CH:13]=[C:14]([NH:19][C:20]([C:22]3[CH:27]=[CH:26][C:25]([Cl:28])=[CH:24][N:23]=3)=[O:21])[CH:15]=[CH:16][C:17]=2[F:18])([CH:2]2[CH2:4][CH2:3]2)[N:6]=1. (4) Given the reactants C(OC(=O)[NH:7][CH2:8][C:9]1[CH:14]=[C:13]([CH2:15][N:16]([CH2:18][CH2:19][O:20][CH3:21])[CH3:17])[CH:12]=[C:11]([Cl:22])[C:10]=1[F:23])(C)(C)C.Cl, predict the reaction product. The product is: [NH2:7][CH2:8][C:9]1[CH:14]=[C:13]([CH:12]=[C:11]([Cl:22])[C:10]=1[F:23])[CH2:15][N:16]([CH2:18][CH2:19][O:20][CH3:21])[CH3:17]. (5) Given the reactants CN(C=O)C.O.Br[C:8]1[C:16]2[C:11](=[CH:12][C:13]([N:17]3[CH2:22][CH2:21][N:20]([C:23]([O:25][C:26]([CH3:29])([CH3:28])[CH3:27])=[O:24])[CH2:19][CH2:18]3)=[CH:14][CH:15]=2)[N:10]([C:30]2[CH:35]=[CH:34][N:33]=[CH:32][CH:31]=2)[CH:9]=1.C(=O)([O-])[O-].[K+].[K+].[CH3:42][O:43][C:44]1[CH:49]=[CH:48][C:47](B(O)O)=[CH:46][CH:45]=1, predict the reaction product. The product is: [CH3:42][O:43][C:44]1[CH:49]=[CH:48][C:47]([C:8]2[C:16]3[C:11](=[CH:12][C:13]([N:17]4[CH2:22][CH2:21][N:20]([C:23]([O:25][C:26]([CH3:29])([CH3:28])[CH3:27])=[O:24])[CH2:19][CH2:18]4)=[CH:14][CH:15]=3)[N:10]([C:30]3[CH:35]=[CH:34][N:33]=[CH:32][CH:31]=3)[CH:9]=2)=[CH:46][CH:45]=1.